Dataset: Reaction yield outcomes from USPTO patents with 853,638 reactions. Task: Predict the reaction yield, written as a fraction of the theoretical maximum amount of product (1.0 means a 100% yield; for example, 0.34 means a 34% yield). (1) The reactants are C(N(CC)CC)C.[CH:8]([C:10]1[NH:11][C:12]2[C:17]([CH:18]=1)=[CH:16][CH:15]=[CH:14][CH:13]=2)=[CH2:9].[CH3:19][C:20]([O:23][C:24](O[C:24]([O:23][C:20]([CH3:22])([CH3:21])[CH3:19])=[O:25])=[O:25])([CH3:22])[CH3:21]. The catalyst is CN(C)C1C=CN=CC=1.C(Cl)Cl. The product is [CH:8]([C:10]1[N:11]([C:24]([O:23][C:20]([CH3:22])([CH3:21])[CH3:19])=[O:25])[C:12]2[C:17]([CH:18]=1)=[CH:16][CH:15]=[CH:14][CH:13]=2)=[CH2:9]. The yield is 0.760. (2) The reactants are Br[C:2]1[CH:7]=[C:6]([C:8]2[CH:13]=[CH:12][CH:11]=[CH:10][CH:9]=2)[CH:5]=[CH:4][N:3]=1.[NH2:14][C:15]1[CH:20]=[CH:19][CH:18]=[CH:17][N:16]=1.CC(C)([O-])C.[K+]. The catalyst is C1(C)C=CC=CC=1.C(Cl)Cl.C1C=CC(/C=C/C(/C=C/C2C=CC=CC=2)=O)=CC=1.C1C=CC(/C=C/C(/C=C/C2C=CC=CC=2)=O)=CC=1.C1C=CC(/C=C/C(/C=C/C2C=CC=CC=2)=O)=CC=1.[Pd].[Pd]. The product is [C:8]1([C:6]2[CH:5]=[CH:4][N:3]=[C:2]([NH:14][C:15]3[CH:20]=[CH:19][CH:18]=[CH:17][N:16]=3)[CH:7]=2)[CH:13]=[CH:12][CH:11]=[CH:10][CH:9]=1. The yield is 0.620. (3) The reactants are CO[C:3](=[O:24])[C:4]1[CH:9]=[CH:8][C:7]([O:10][CH2:11][C:12]2[C:13]([C:18]3[CH:23]=[CH:22][CH:21]=[CH:20][N:19]=3)=[N:14][O:15][C:16]=2[CH3:17])=[N:6][CH:5]=1.[CH:25]1([NH2:28])[CH2:27][CH2:26]1. No catalyst specified. The product is [CH:25]1([NH:28][C:3](=[O:24])[C:4]2[CH:9]=[CH:8][C:7]([O:10][CH2:11][C:12]3[C:13]([C:18]4[CH:23]=[CH:22][CH:21]=[CH:20][N:19]=4)=[N:14][O:15][C:16]=3[CH3:17])=[N:6][CH:5]=2)[CH2:27][CH2:26]1. The yield is 0.820. (4) The reactants are C1C=CC(C(OS(OC(C(F)(F)F)(C(F)(F)F)C2C=CC=CC=2)(C2C=CC=CC=2)C2C=CC=CC=2)(C(F)(F)F)C(F)(F)F)=CC=1.[CH2:46]([O:48][C:49](=[O:74])[C:50]([F:73])([F:72])[C:51]1(O)[C:60]2[C:55](=[CH:56][C:57]([O:61][CH2:62][C:63]3[CH:68]=[CH:67][C:66]([O:69][CH3:70])=[CH:65][CH:64]=3)=[CH:58][CH:59]=2)[CH2:54][CH2:53][CH2:52]1)[CH3:47]. The catalyst is C(Cl)Cl. The product is [CH2:46]([O:48][C:49](=[O:74])[C:50]([F:73])([F:72])[C:51]1[C:60]2[C:55](=[CH:56][C:57]([O:61][CH2:62][C:63]3[CH:68]=[CH:67][C:66]([O:69][CH3:70])=[CH:65][CH:64]=3)=[CH:58][CH:59]=2)[CH2:54][CH2:53][CH:52]=1)[CH3:47]. The yield is 0.840. (5) The reactants are [CH3:1][O:2][C:3]([C:5]1([C:8]2[CH:13]=[CH:12][C:11]([OH:14])=[C:10]([C:15](=[N:17][OH:18])[CH3:16])[CH:9]=2)[CH2:7][CH2:6]1)=[O:4].[CH3:19][C:20](OC(C)=O)=[O:21]. No catalyst specified. The product is [C:20]([O:18]/[N:17]=[C:15](/[C:10]1[CH:9]=[C:8]([C:5]2([C:3]([O:2][CH3:1])=[O:4])[CH2:7][CH2:6]2)[CH:13]=[CH:12][C:11]=1[OH:14])\[CH3:16])(=[O:21])[CH3:19]. The yield is 0.990. (6) The product is [CH3:19][O:20][C:21](=[O:24])[CH2:22][NH:23][C:15](=[O:17])[C@H:9]([CH2:10][O:11][CH2:12][CH:13]=[CH2:14])[NH:8][C:6]([O:5][C:1]([CH3:2])([CH3:3])[CH3:4])=[O:7]. The reactants are [C:1]([O:5][C:6]([NH:8][C@H:9]([C:15]([OH:17])=O)[CH2:10][O:11][CH2:12][CH:13]=[CH2:14])=[O:7])([CH3:4])([CH3:3])[CH3:2].Cl.[CH3:19][O:20][C:21](=[O:24])[CH2:22][NH2:23].C(N(CC)C(C)C)(C)C.C1C=C2N=NN(O)C2=CC=1.O.CCN=C=NCCCN(C)C.Cl. The catalyst is CN(C=O)C. The yield is 0.840.